This data is from NCI-60 drug combinations with 297,098 pairs across 59 cell lines. The task is: Regression. Given two drug SMILES strings and cell line genomic features, predict the synergy score measuring deviation from expected non-interaction effect. (1) Drug 1: CS(=O)(=O)C1=CC(=C(C=C1)C(=O)NC2=CC(=C(C=C2)Cl)C3=CC=CC=N3)Cl. Drug 2: C1=NC2=C(N=C(N=C2N1C3C(C(C(O3)CO)O)O)F)N. Cell line: RPMI-8226. Synergy scores: CSS=-3.79, Synergy_ZIP=2.16, Synergy_Bliss=0.284, Synergy_Loewe=-4.30, Synergy_HSA=-6.45. (2) Drug 1: CC1C(C(CC(O1)OC2CC(CC3=C2C(=C4C(=C3O)C(=O)C5=C(C4=O)C(=CC=C5)OC)O)(C(=O)C)O)N)O.Cl. Drug 2: CC1=C(C(=O)C2=C(C1=O)N3CC4C(C3(C2COC(=O)N)OC)N4)N. Cell line: LOX IMVI. Synergy scores: CSS=44.8, Synergy_ZIP=-3.81, Synergy_Bliss=-3.03, Synergy_Loewe=-0.0662, Synergy_HSA=1.80.